From a dataset of NCI-60 drug combinations with 297,098 pairs across 59 cell lines. Regression. Given two drug SMILES strings and cell line genomic features, predict the synergy score measuring deviation from expected non-interaction effect. Drug 1: CN(C)C1=NC(=NC(=N1)N(C)C)N(C)C. Drug 2: C1=NC2=C(N=C(N=C2N1C3C(C(C(O3)CO)O)F)Cl)N. Cell line: NCI-H522. Synergy scores: CSS=1.15, Synergy_ZIP=-10.4, Synergy_Bliss=-8.18, Synergy_Loewe=-34.9, Synergy_HSA=-10.8.